From a dataset of Reaction yield outcomes from USPTO patents with 853,638 reactions. Predict the reaction yield, written as a fraction of the theoretical maximum amount of product (1.0 means a 100% yield; for example, 0.34 means a 34% yield). (1) The yield is 0.300. The catalyst is O1CCCC1. The product is [CH2:31]([N:23]([CH2:22][C:20]1[N:21]=[C:16]2[S:15][C:14]([CH3:34])=[C:13]([CH:11]([F:12])[CH2:10][CH2:9][OH:8])[N:17]2[C:18](=[O:33])[CH:19]=1)[C:24]1[CH:29]=[CH:28][C:27]([F:30])=[CH:26][CH:25]=1)[CH3:32]. The reactants are [Si]([O:8][CH2:9][CH2:10][CH:11]([C:13]1[N:17]2[C:18](=[O:33])[CH:19]=[C:20]([CH2:22][N:23]([CH2:31][CH3:32])[C:24]3[CH:29]=[CH:28][C:27]([F:30])=[CH:26][CH:25]=3)[N:21]=[C:16]2[S:15][C:14]=1[CH3:34])[F:12])(C(C)(C)C)(C)C.Cl. (2) The reactants are [Cl:1][C:2]1[CH:3]=[C:4]([C:8]2[N:9]=[C:10]([NH:17][C:18]3[CH:23]=[CH:22]C(C=C)=[CH:20][CH:19]=3)[C:11]3[CH2:16][CH2:15][CH2:14][C:12]=3[N:13]=2)[CH:5]=[CH:6][CH:7]=1.C[N+]1([O-])CC[O:30]CC1.[CH3:34][C:35]([CH3:37])=[O:36]. The catalyst is O. The product is [Cl:1][C:2]1[CH:3]=[C:4]([C:8]2[N:9]=[C:10]([NH:17][C:18]3[CH:23]=[CH:22][C:34]([CH:35]([OH:36])[CH2:37][OH:30])=[CH:20][CH:19]=3)[C:11]3[CH2:16][CH2:15][CH2:14][C:12]=3[N:13]=2)[CH:5]=[CH:6][CH:7]=1. The yield is 0.580.